From a dataset of Reaction yield outcomes from USPTO patents with 853,638 reactions. Predict the reaction yield, written as a fraction of the theoretical maximum amount of product (1.0 means a 100% yield; for example, 0.34 means a 34% yield). (1) The yield is 0.990. The reactants are C[O:2][C:3](=[O:41])[CH2:4][N:5]([S:29]([N:32]([C:34]1[CH:39]=[CH:38][CH:37]=[C:36]([F:40])[CH:35]=1)[CH3:33])(=[O:31])=[O:30])[CH2:6][C:7]1[CH:12]=[CH:11][C:10]([O:13][CH2:14][CH2:15][C:16]2[N:17]=[C:18]([C:22]3[CH:27]=[CH:26][C:25]([CH3:28])=[CH:24][CH:23]=3)[O:19][C:20]=2[CH3:21])=[CH:9][CH:8]=1.O.[OH-].[Li+]. The product is [F:40][C:36]1[CH:35]=[C:34]([N:32]([S:29]([N:5]([CH2:4][C:3]([OH:41])=[O:2])[CH2:6][C:7]2[CH:8]=[CH:9][C:10]([O:13][CH2:14][CH2:15][C:16]3[N:17]=[C:18]([C:22]4[CH:23]=[CH:24][C:25]([CH3:28])=[CH:26][CH:27]=4)[O:19][C:20]=3[CH3:21])=[CH:11][CH:12]=2)(=[O:31])=[O:30])[CH3:33])[CH:39]=[CH:38][CH:37]=1. No catalyst specified. (2) The reactants are [Br:1][C:2]1[CH:15]=[CH:14][C:13]2[O:12][C@@H:11]3[C@H:6]([CH2:7][N:8]([CH3:16])[CH2:9][CH2:10]3)[C:5](=O)[C:4]=2[CH:3]=1.[C-]#N.[K+].[C:21](=[O:24])([O-])[O-].[NH4+:25].[NH4+:26].OS([O-])=O.[Na+].C([O:35][CH2:36]C)(=O)C. The catalyst is CC(O)C.CCO. The product is [Br:1][C:2]1[CH:15]=[CH:14][C:13]2[O:12][CH:11]3[CH2:10][CH2:9][N:8]([CH3:16])[CH2:7][CH:6]3[C:5]3([C:36](=[O:35])[NH:26][C:21](=[O:24])[NH:25]3)[C:4]=2[CH:3]=1. The yield is 0.960. (3) The reactants are [NH2:1][C:2]1[C:7]([N+:8]([O-:10])=[O:9])=[CH:6][CH:5]=[CH:4][C:3]=1[OH:11].[F:12][C:13]([F:24])([F:23])[C:14](O[C:14](=O)[C:13]([F:24])([F:23])[F:12])=O. The catalyst is C(Cl)Cl. The product is [N+:8]([C:7]1[C:2]2[N:1]=[C:14]([C:13]([F:24])([F:23])[F:12])[O:11][C:3]=2[CH:4]=[CH:5][CH:6]=1)([O-:10])=[O:9]. The yield is 0.720. (4) The reactants are C([O:8][C:9]1[CH:14]=[CH:13][N:12]([C:15]2[CH:20]=[CH:19][C:18]([O:21][CH2:22][C:23]([OH:26])([CH3:25])[CH3:24])=[C:17]([O:27][CH3:28])[CH:16]=2)[C:11](=[O:29])[CH:10]=1)C1C=CC=CC=1. The catalyst is CO.[Pd]. The product is [OH:8][C:9]1[CH:14]=[CH:13][N:12]([C:15]2[CH:20]=[CH:19][C:18]([O:21][CH2:22][C:23]([OH:26])([CH3:24])[CH3:25])=[C:17]([O:27][CH3:28])[CH:16]=2)[C:11](=[O:29])[CH:10]=1. The yield is 0.980.